From a dataset of Forward reaction prediction with 1.9M reactions from USPTO patents (1976-2016). Predict the product of the given reaction. Given the reactants C[O:2][C:3](=[O:30])[C:4]([OH:29])=[CH:5][C:6]([C:8]1[C:9](=[O:28])[N:10]([CH2:21][C:22]2[CH:27]=[CH:26][CH:25]=[CH:24][CH:23]=2)[CH:11]=[C:12]([CH2:14][C:15]2[CH:20]=[CH:19][CH:18]=[CH:17][CH:16]=2)[CH:13]=1)=[O:7].[OH-].[Na+].Cl, predict the reaction product. The product is: [CH2:21]([N:10]1[CH:11]=[C:12]([CH2:14][C:15]2[CH:16]=[CH:17][CH:18]=[CH:19][CH:20]=2)[CH:13]=[C:8]([C:6](=[O:7])[CH:5]=[C:4]([OH:29])[C:3]([OH:30])=[O:2])[C:9]1=[O:28])[C:22]1[CH:23]=[CH:24][CH:25]=[CH:26][CH:27]=1.